Dataset: Catalyst prediction with 721,799 reactions and 888 catalyst types from USPTO. Task: Predict which catalyst facilitates the given reaction. (1) Reactant: [CH2:1]([N:8]1[CH2:13][CH2:12][C:11]([CH2:15][OH:16])([OH:14])[CH2:10][CH2:9]1)[C:2]1[CH:7]=[CH:6][CH:5]=[CH:4][CH:3]=1.[H-].[Na+].F[C:20]1[CH:27]=[CH:26][C:23]([C:24]#[N:25])=[CH:22][CH:21]=1.O. Product: [CH2:1]([N:8]1[CH2:9][CH2:10][C:11]([CH2:15][O:16][C:20]2[CH:27]=[CH:26][C:23]([C:24]#[N:25])=[CH:22][CH:21]=2)([OH:14])[CH2:12][CH2:13]1)[C:2]1[CH:3]=[CH:4][CH:5]=[CH:6][CH:7]=1. The catalyst class is: 9. (2) Reactant: Cl.[NH:2]([CH:4]1[CH2:9][CH2:8][CH:7]([OH:10])[CH2:6][CH2:5]1)[NH2:3].[CH2:11]([O:13][C:14](=[O:26])[C:15](=[CH:22][N:23](C)C)[C:16](=O)[C:17]([F:20])([F:19])[F:18])[CH3:12].C([O-])(=O)C.[Na+]. Product: [CH2:11]([O:13][C:14]([C:15]1[CH:22]=[N:3][N:2]([C@H:4]2[CH2:9][CH2:8][C@@H:7]([OH:10])[CH2:6][CH2:5]2)[C:16]=1[C:17]([F:18])([F:19])[F:20])=[O:26])[CH3:12].[CH2:11]([O:13][C:14]([C:15]1[CH:22]=[N:23][N:2]([C@H:4]2[CH2:9][CH2:8][C@H:7]([OH:10])[CH2:6][CH2:5]2)[C:16]=1[C:17]([F:20])([F:19])[F:18])=[O:26])[CH3:12]. The catalyst class is: 8. (3) Product: [C:1]([O:5][C:6](=[O:26])[NH:7][C:8]1[C:17]2[C:12](=[CH:13][CH:14]=[CH:15][CH:16]=2)[C:11]([O:18][C:19]2[CH:24]=[CH:23][N:22]=[C:21]([NH:27][C:28]3[CH:44]=[C:43]([C:45]#[C:46][Si:47]([CH:51]([CH3:52])[CH3:53])([CH:48]([CH3:49])[CH3:50])[CH:54]([CH3:55])[CH3:56])[CH:42]=[C:30]([C:31](=[O:32])[NH:33][CH2:34][CH2:35][N:36]4[CH2:37][CH2:38][O:39][CH2:40][CH2:41]4)[CH:29]=3)[CH:20]=2)=[CH:10][CH:9]=1)([CH3:4])([CH3:3])[CH3:2]. The catalyst class is: 62. Reactant: [C:1]([O:5][C:6](=[O:26])[NH:7][C:8]1[C:17]2[C:12](=[CH:13][CH:14]=[CH:15][CH:16]=2)[C:11]([O:18][C:19]2[CH:24]=[CH:23][N:22]=[C:21](Cl)[CH:20]=2)=[CH:10][CH:9]=1)([CH3:4])([CH3:3])[CH3:2].[NH2:27][C:28]1[CH:29]=[C:30]([CH:42]=[C:43]([C:45]#[C:46][Si:47]([CH:54]([CH3:56])[CH3:55])([CH:51]([CH3:53])[CH3:52])[CH:48]([CH3:50])[CH3:49])[CH:44]=1)[C:31]([NH:33][CH2:34][CH2:35][N:36]1[CH2:41][CH2:40][O:39][CH2:38][CH2:37]1)=[O:32].C1C=CC(P(C2C(C3C(P(C4C=CC=CC=4)C4C=CC=CC=4)=CC=C4C=3C=CC=C4)=C3C(C=CC=C3)=CC=2)C2C=CC=CC=2)=CC=1.C([O-])([O-])=O.[Cs+].[Cs+]. (4) Reactant: Br[C:2]1[CH:7]=[CH:6][C:5]([S:8]([N:11]([CH3:13])[CH3:12])(=[O:10])=[O:9])=[C:4]([N:14]([CH3:16])[CH3:15])[CH:3]=1.[C:17]([C:19]1[N:23]([CH3:24])[C:22](B(O)O)=[CH:21][CH:20]=1)#[N:18].[F-].[K+].C(P(C(C)(C)C)C(C)(C)C)(C)(C)C. Product: [C:17]([C:19]1[N:23]([CH3:24])[C:22]([C:2]2[CH:7]=[CH:6][C:5]([S:8]([N:11]([CH3:13])[CH3:12])(=[O:10])=[O:9])=[C:4]([N:14]([CH3:16])[CH3:15])[CH:3]=2)=[CH:21][CH:20]=1)#[N:18]. The catalyst class is: 110. (5) Reactant: C([O:3][C:4]([C:6]1[CH:7]=[N:8][O:9][C:10]=1[CH3:11])=[O:5])C.S(=O)(=O)(O)O. Product: [CH3:11][C:10]1[O:9][N:8]=[CH:7][C:6]=1[C:4]([OH:5])=[O:3]. The catalyst class is: 8.